From a dataset of Full USPTO retrosynthesis dataset with 1.9M reactions from patents (1976-2016). Predict the reactants needed to synthesize the given product. (1) Given the product [F:1][C:2]1[C:7]([NH:8][CH2:9][C:10]2[CH:15]=[C:14]([C:16]3[CH:21]=[CH:20][CH:19]=[C:18]([F:22])[CH:17]=3)[CH:13]=[C:12]([CH3:23])[C:11]=2[CH3:24])=[C:6]([F:25])[CH:5]=[CH:4][C:3]=1[O:26][CH2:34][C:35]([O:37][CH2:38][CH3:39])=[O:36], predict the reactants needed to synthesize it. The reactants are: [F:1][C:2]1[C:7]([NH:8][CH2:9][C:10]2[CH:15]=[C:14]([C:16]3[CH:21]=[CH:20][CH:19]=[C:18]([F:22])[CH:17]=3)[CH:13]=[C:12]([CH3:23])[C:11]=2[CH3:24])=[C:6]([F:25])[CH:5]=[CH:4][C:3]=1[OH:26].C([O-])([O-])=O.[Cs+].[Cs+].Br[CH2:34][C:35]([O:37][CH2:38][CH3:39])=[O:36]. (2) Given the product [C:24]([C:28]1[S:29][C:30]([NH:45][C:46]([NH:6][C:5]2[CH:7]=[CH:8][C:2]([CH3:1])=[C:3]([C:9]3[CH:10]=[N:11][C:12]([CH2:15][N:16]4[CH2:21][CH2:20][O:19][CH2:18][CH2:17]4)=[CH:13][CH:14]=3)[CH:4]=2)=[O:47])=[C:31]([C:33]([N:35]2[CH2:40][CH2:39][N:38]([CH3:41])[C:37](=[O:42])[C:36]2([CH3:44])[CH3:43])=[O:34])[N:32]=1)([CH3:27])([CH3:25])[CH3:26], predict the reactants needed to synthesize it. The reactants are: [CH3:1][C:2]1[CH:8]=[CH:7][C:5]([NH2:6])=[CH:4][C:3]=1[C:9]1[CH:10]=[N:11][C:12]([CH2:15][N:16]2[CH2:21][CH2:20][O:19][CH2:18][CH2:17]2)=[CH:13][CH:14]=1.[H-].[Na+].[C:24]([C:28]1[S:29][C:30]([NH:45][C:46](=O)[O:47]CC(Cl)(Cl)Cl)=[C:31]([C:33]([N:35]2[CH2:40][CH2:39][N:38]([CH3:41])[C:37](=[O:42])[C:36]2([CH3:44])[CH3:43])=[O:34])[N:32]=1)([CH3:27])([CH3:26])[CH3:25].S1C=CN=C1. (3) Given the product [C:21]([O:25][C:26](=[O:35])[NH:27][CH2:28][CH:29]1[CH2:30][CH2:31][N:32]([C:2]2[CH:11]=[C:10]3[C:5]([CH:6]=[CH:7][CH:8]=[N:9]3)=[CH:4][C:3]=2[N+:12]([O-:14])=[O:13])[CH2:33][CH2:34]1)([CH3:24])([CH3:22])[CH3:23], predict the reactants needed to synthesize it. The reactants are: Cl[C:2]1[CH:11]=[C:10]2[C:5]([CH:6]=[CH:7][CH:8]=[N:9]2)=[CH:4][C:3]=1[N+:12]([O-:14])=[O:13].C(=O)([O-])[O-].[K+].[K+].[C:21]([O:25][C:26](=[O:35])[NH:27][CH2:28][CH:29]1[CH2:34][CH2:33][NH:32][CH2:31][CH2:30]1)([CH3:24])([CH3:23])[CH3:22]. (4) Given the product [CH3:16][C:4]1[C:3]([CH3:17])=[C:2]([N:23]2[CH2:22][CH2:21][NH:20][C@H:19]([CH3:18])[CH2:24]2)[N:7]=[N:6][C:5]=1[C:8]([C:10]1[CH:15]=[CH:14][N:13]=[CH:12][CH:11]=1)=[O:9], predict the reactants needed to synthesize it. The reactants are: Cl[C:2]1[N:7]=[N:6][C:5]([C:8]([C:10]2[CH:15]=[CH:14][N:13]=[CH:12][CH:11]=2)=[O:9])=[C:4]([CH3:16])[C:3]=1[CH3:17].[CH3:18][C@@H:19]1[CH2:24][NH:23][CH2:22][CH2:21][NH:20]1. (5) Given the product [CH3:18][O:17][C:15]1[CH:16]=[C:8]2[C:9]([C:10]([OH:11])=[N:1][CH:2]=[N:7]2)=[CH:13][C:14]=1[OH:19], predict the reactants needed to synthesize it. The reactants are: [NH:1]1CCCC[CH2:2]1.[NH2:7][C:8]1[CH:16]=[C:15]([O:17][CH3:18])[C:14]([OH:19])=[CH:13][C:9]=1[C:10](O)=[O:11].N1C=CC=NN=1. (6) Given the product [CH3:1][O:2][C:3]1[CH:4]=[C:5]([CH2:11][CH2:12][C:13]([C:15]2[CH:20]=[CH:19][CH:18]=[C:17]([OH:21])[CH:16]=2)=[O:14])[CH:6]=[CH:7][C:8]=1[O:9][CH3:10], predict the reactants needed to synthesize it. The reactants are: [CH3:1][O:2][C:3]1[CH:4]=[C:5]([CH:11]=[CH:12][C:13]([C:15]2[CH:20]=[CH:19][CH:18]=[C:17]([OH:21])[CH:16]=2)=[O:14])[CH:6]=[CH:7][C:8]=1[O:9][CH3:10].CCOC(C)=O.